This data is from Reaction yield outcomes from USPTO patents with 853,638 reactions. The task is: Predict the reaction yield, written as a fraction of the theoretical maximum amount of product (1.0 means a 100% yield; for example, 0.34 means a 34% yield). (1) The reactants are [Cl:1][C:2]1[C:3]([C:26]2[N:27]([CH:32]([CH3:34])[CH3:33])[C:28]([CH3:31])=[N:29][CH:30]=2)=[N:4][C:5]([NH:8][CH:9]2[CH2:14][CH2:13][N:12]([S:15]([CH2:18][CH2:19][C:20]([CH3:25])([N+:22]([O-])=O)[CH3:21])(=[O:17])=[O:16])[CH2:11][CH2:10]2)=[N:6][CH:7]=1. The catalyst is C(O)(=O)C.[Fe]. The product is [NH2:22][C:20]([CH3:25])([CH3:21])[CH2:19][CH2:18][S:15]([N:12]1[CH2:13][CH2:14][CH:9]([NH:8][C:5]2[N:4]=[C:3]([C:26]3[N:27]([CH:32]([CH3:33])[CH3:34])[C:28]([CH3:31])=[N:29][CH:30]=3)[C:2]([Cl:1])=[CH:7][N:6]=2)[CH2:10][CH2:11]1)(=[O:17])=[O:16]. The yield is 0.700. (2) The reactants are [CH:1]([CH:4]1[N:9]([C:10]2[N:15]=[C:14]([C:16]([F:19])([F:18])[F:17])[C:13]([C:20](O)=[O:21])=[CH:12][N:11]=2)[CH2:8][CH2:7][N:6]2[C:23]3[CH:29]=[C:28]([S:30]([CH3:33])(=[O:32])=[O:31])[CH:27]=[CH:26][C:24]=3[N:25]=[C:5]12)([CH3:3])[CH3:2].C[N:35](C(ON1N=NC2C=CC=NC1=2)=[N+](C)C)C.F[P-](F)(F)(F)(F)F.CCN(CC)CC. The catalyst is CN(C=O)C.O. The product is [CH:1]([CH:4]1[N:9]([C:10]2[N:15]=[C:14]([C:16]([F:17])([F:19])[F:18])[C:13]([C:20]([NH2:35])=[O:21])=[CH:12][N:11]=2)[CH2:8][CH2:7][N:6]2[C:23]3[CH:29]=[C:28]([S:30]([CH3:33])(=[O:32])=[O:31])[CH:27]=[CH:26][C:24]=3[N:25]=[C:5]12)([CH3:2])[CH3:3]. The yield is 0.270. (3) The reactants are [Cl:1][C:2]1[CH:7]=[C:6]([C:8](O)([CH3:10])[CH3:9])[CH:5]=[CH:4][N:3]=1.C(N(S(F)(F)[F:18])CC)C.C(=O)([O-])O.[Na+]. The catalyst is ClCCl.O. The product is [Cl:1][C:2]1[CH:7]=[C:6]([C:8]([F:18])([CH3:10])[CH3:9])[CH:5]=[CH:4][N:3]=1. The yield is 0.660. (4) The reactants are [Cl:1][C@H:2]1[C@H:6]([CH2:7]/[CH:8]=[CH:9]\[CH2:10][CH2:11][CH2:12][C:13]([O:15]CC=C)=[O:14])[C@@H:5](/[CH:19]=[CH:20]/[C@@H:21]([OH:28])[CH2:22][CH2:23][CH2:24][C@H:25]([OH:27])[CH3:26])[C@H:4]([OH:29])[CH2:3]1.[OH-].[Li+].CO.Cl. The catalyst is C1COCC1. The product is [Cl:1][C@H:2]1[C@H:6]([CH2:7]/[CH:8]=[CH:9]\[CH2:10][CH2:11][CH2:12][C:13]([OH:15])=[O:14])[C@@H:5](/[CH:19]=[CH:20]/[C@@H:21]([OH:28])[CH2:22][CH2:23][CH2:24][C@H:25]([OH:27])[CH3:26])[C@H:4]([OH:29])[CH2:3]1. The yield is 0.700. (5) The reactants are [Cl:1][C:2]1[CH:3]=[C:4]([C:8]2[O:12][N:11]=[C:10]([CH2:13][N:14]3[CH2:19][CH2:18][NH:17][CH2:16][CH2:15]3)[N:9]=2)[CH:5]=[CH:6][CH:7]=1.[C:20](=[O:23])([O-])[O-].[K+].[K+].Cl[C:27]1C=C[S:29][C:28]=1C(OCC)=O.C(OCC)(=O)C. The catalyst is C1COCC1. The product is [CH2:28]([S:29][C:20]([N:17]1[CH2:16][CH2:15][N:14]([CH2:13][C:10]2[N:9]=[C:8]([C:4]3[CH:5]=[CH:6][CH:7]=[C:2]([Cl:1])[CH:3]=3)[O:12][N:11]=2)[CH2:19][CH2:18]1)=[O:23])[CH3:27]. The yield is 0.700. (6) The reactants are [NH2:1][C:2]1[CH:23]=[CH:22][C:5]([O:6][C:7]2[CH:8]=[CH:9][C:10]3[N:11]([CH:13]=[C:14]([NH:16][C:17]([CH:19]4[CH2:21][CH2:20]4)=[O:18])[N:15]=3)[CH:12]=2)=[C:4]([F:24])[CH:3]=1.[F:25][C:26]1[CH:31]=[CH:30][C:29]([NH:32][C:33]([C:35]2([C:38](O)=[O:39])[CH2:37][CH2:36]2)=[O:34])=[C:28]([CH3:41])[CH:27]=1.CN(C(ON1N=NC2C=CC=NC1=2)=[N+](C)C)C.F[P-](F)(F)(F)(F)F.C(N(CC)C(C)C)(C)C. The catalyst is CN(C)C=O.C(OCC)(=O)C.O1CCCC1. The product is [CH:19]1([C:17]([NH:16][C:14]2[N:15]=[C:10]3[CH:9]=[CH:8][C:7]([O:6][C:5]4[CH:22]=[CH:23][C:2]([NH:1][C:38]([C:35]5([C:33]([NH:32][C:29]6[CH:30]=[CH:31][C:26]([F:25])=[CH:27][C:28]=6[CH3:41])=[O:34])[CH2:37][CH2:36]5)=[O:39])=[CH:3][C:4]=4[F:24])=[CH:12][N:11]3[CH:13]=2)=[O:18])[CH2:21][CH2:20]1. The yield is 0.450.